Dataset: Catalyst prediction with 721,799 reactions and 888 catalyst types from USPTO. Task: Predict which catalyst facilitates the given reaction. (1) Reactant: [C:1]([O:5][CH2:6][CH2:7][CH2:8][SiH2:9][O:10][Si:11]([CH3:14])([CH3:13])[CH3:12])(=[O:4])[CH:2]=[CH2:3].C([O:18][CH:19]=[CH:20][C:21]1[CH:26]=[CH:25][CH:24]=[CH:23][CH:22]=1)(=O)C.CC(N=NC(C#N)(C)C)(C#N)C. Product: [OH:18][CH:19]=[CH:20][C:21]1[CH:26]=[CH:25][CH:24]=[CH:23][CH:22]=1.[C:1]([O:5][CH2:6][CH2:7][CH2:8][SiH2:9][O:10][Si:11]([CH3:14])([CH3:12])[CH3:13])(=[O:4])[CH:2]=[CH2:3]. The catalyst class is: 1. (2) Reactant: [CH2:1]([S:8][C:9]1[CH:10]=[CH:11][C:12]([NH:22][C:23]2[CH:28]=[C:27]([CH3:29])[C:26]([Br:30])=[CH:25][C:24]=2[O:31][CH3:32])=[C:13](/[CH:15]=[CH:16]/[C:17](OCC)=[O:18])[CH:14]=1)[C:2]1[CH:7]=[CH:6][CH:5]=[CH:4][CH:3]=1.C[O-].[Na+]. Product: [CH2:1]([S:8][C:9]1[CH:14]=[C:13]2[C:12](=[CH:11][CH:10]=1)[N:22]([C:23]1[CH:28]=[C:27]([CH3:29])[C:26]([Br:30])=[CH:25][C:24]=1[O:31][CH3:32])[C:17](=[O:18])[CH:16]=[CH:15]2)[C:2]1[CH:3]=[CH:4][CH:5]=[CH:6][CH:7]=1. The catalyst class is: 5.